From a dataset of Reaction yield outcomes from USPTO patents with 853,638 reactions. Predict the reaction yield, written as a fraction of the theoretical maximum amount of product (1.0 means a 100% yield; for example, 0.34 means a 34% yield). (1) The reactants are Br[C:2]1[C:3]([F:19])=[CH:4][C:5]2[O:11][CH2:10][CH2:9][N:8]3[CH:12]=[C:13]([C:15]([NH2:17])=[O:16])[N:14]=[C:7]3[C:6]=2[CH:18]=1.[F:20][C:21]1([F:32])[CH2:24][N:23]([C:25](=[O:31])[C:26]([OH:30])([CH3:29])[C:27]#[CH:28])[CH2:22]1. No catalyst specified. The product is [F:32][C:21]1([F:20])[CH2:24][N:23]([C:25](=[O:31])[C:26]([OH:30])([CH3:29])[C:27]#[C:28][C:2]2[C:3]([F:19])=[CH:4][C:5]3[O:11][CH2:10][CH2:9][N:8]4[CH:12]=[C:13]([C:15]([NH2:17])=[O:16])[N:14]=[C:7]4[C:6]=3[CH:18]=2)[CH2:22]1. The yield is 0.0500. (2) The reactants are [Cl:1][C:2]1[C:7]([CH2:8][C:9]#[N:10])=[CH:6][CH:5]=[CH:4][N:3]=1.[CH2:11]([N:18]([CH2:22][CH2:23]Cl)[CH2:19][CH2:20]Cl)[C:12]1[CH:17]=[CH:16][CH:15]=[CH:14][CH:13]=1. The catalyst is [Br-].C([P+](CCCC)(CCCC)CCCC)CCCCCCCCCCCCCCC.[OH-].[Na+].O. The product is [CH2:11]([N:18]1[CH2:22][CH2:23][C:8]([C:7]2[C:2]([Cl:1])=[N:3][CH:4]=[CH:5][CH:6]=2)([C:9]#[N:10])[CH2:20][CH2:19]1)[C:12]1[CH:17]=[CH:16][CH:15]=[CH:14][CH:13]=1. The yield is 0.600.